This data is from Peptide-MHC class I binding affinity with 185,985 pairs from IEDB/IMGT. The task is: Regression. Given a peptide amino acid sequence and an MHC pseudo amino acid sequence, predict their binding affinity value. This is MHC class I binding data. (1) The peptide sequence is KIRLRPGGK. The MHC is HLA-A24:02 with pseudo-sequence HLA-A24:02. The binding affinity (normalized) is 0. (2) The peptide sequence is KMVEIPFNV. The MHC is HLA-A02:01 with pseudo-sequence HLA-A02:01. The binding affinity (normalized) is 1.00. (3) The peptide sequence is ELWKDVDRII. The MHC is HLA-A02:03 with pseudo-sequence HLA-A02:03. The binding affinity (normalized) is 0.0664. (4) The peptide sequence is IHIPQSQLF. The MHC is HLA-B15:03 with pseudo-sequence HLA-B15:03. The binding affinity (normalized) is 0.842. (5) The peptide sequence is EPKANGSLF. The MHC is HLA-B07:02 with pseudo-sequence HLA-B07:02. The binding affinity (normalized) is 0.0803. (6) The binding affinity (normalized) is 0.499. The MHC is HLA-A31:01 with pseudo-sequence HLA-A31:01. The peptide sequence is TTAFFNTCK.